From a dataset of Full USPTO retrosynthesis dataset with 1.9M reactions from patents (1976-2016). Predict the reactants needed to synthesize the given product. (1) Given the product [Br:17][C:9]1[CH:10]=[CH:11][C:12]([O:15][CH3:16])=[C:13]2[C:8]=1[C:7]([CH2:18][CH:19]1[CH2:23][CH2:22][CH2:21][CH2:20]1)=[N:6][C:5]([C:3]([OH:4])=[O:2])=[CH:14]2, predict the reactants needed to synthesize it. The reactants are: C[O:2][C:3]([CH:5]1[CH2:14][C:13]2[C:8](=[C:9]([Br:17])[CH:10]=[CH:11][C:12]=2[O:15][CH3:16])[C:7]([CH2:18][CH:19]2[CH2:23][CH2:22][CH2:21][CH2:20]2)=[N:6]1)=[O:4].[Li+].[OH-]. (2) The reactants are: [CH:1]1([CH2:7][NH:8][C:9]([C:11]2[C:12]([C:18]([F:21])([F:20])[F:19])=[N:13][C:14](Cl)=[N:15][CH:16]=2)=[O:10])[CH2:6][CH2:5][CH2:4][CH2:3][CH2:2]1.[NH2:22][C:23]1[CH:24]=[C:25]([CH:28]=[CH:29][CH:30]=1)[C:26]#[N:27]. Given the product [CH3:4][CH2:3][CH2:2][CH:1]([CH3:7])[CH3:6].[CH:1]1([CH2:7][NH:8][C:9]([C:11]2[C:12]([C:18]([F:21])([F:20])[F:19])=[N:13][C:14]([NH:22][C:23]3[CH:30]=[CH:29][CH:28]=[C:25]([C:26]#[N:27])[CH:24]=3)=[N:15][CH:16]=2)=[O:10])[CH2:6][CH2:5][CH2:4][CH2:3][CH2:2]1, predict the reactants needed to synthesize it.